Dataset: Forward reaction prediction with 1.9M reactions from USPTO patents (1976-2016). Task: Predict the product of the given reaction. (1) Given the reactants [CH:1]1[N:5]2[C:6]3[CH:15]=[CH:14][CH:13]=[CH:12][C:7]=3[CH2:8][CH2:9][C@@H:10]([NH2:11])[C:4]2=[N:3][CH:2]=1.[Cl:16][C:17]1[CH:31]=[CH:30][C:20]([C:21]([NH:23][C:24]2([C:27](O)=[O:28])[CH2:26][CH2:25]2)=[O:22])=[CH:19][CH:18]=1.C(P1(=O)OP(CCC)(=O)OP(CCC)(=O)O1)CC, predict the reaction product. The product is: [Cl:16][C:17]1[CH:31]=[CH:30][C:20]([C:21]([NH:23][C:24]2([C:27](=[O:28])[NH:11][C@@H:10]3[CH2:9][CH2:8][C:7]4[CH:12]=[CH:13][CH:14]=[CH:15][C:6]=4[N:5]4[CH:1]=[CH:2][N:3]=[C:4]34)[CH2:25][CH2:26]2)=[O:22])=[CH:19][CH:18]=1. (2) Given the reactants [CH3:1][O:2][C:3]([C:5]1[CH:27]=[CH:26][C:8]([CH2:9][CH:10]([CH2:14][CH2:15][C:16]2[CH:21]=[CH:20][C:19]([C:22]([O:24][CH3:25])=[O:23])=[CH:18][CH:17]=2)[C:11](O)=[O:12])=[CH:7][CH:6]=1)=[O:4].[Cl-].[NH4+], predict the reaction product. The product is: [OH:12][CH2:11][CH:10]([CH2:14][CH2:15][C:16]1[CH:17]=[CH:18][C:19]([C:22]([O:24][CH3:25])=[O:23])=[CH:20][CH:21]=1)[CH2:9][C:8]1[CH:26]=[CH:27][C:5]([C:3]([O:2][CH3:1])=[O:4])=[CH:6][CH:7]=1. (3) Given the reactants Br[C:2]1[N:7]=[C:6]([C:8]([OH:10])=[O:9])[CH:5]=[CH:4][C:3]=1[F:11].CC1(C)C(C)(C)OB([C:20]2[CH2:29][CH2:28][C:23]3([O:27][CH2:26][CH2:25][O:24]3)[CH2:22][CH:21]=2)O1, predict the reaction product. The product is: [F:11][C:3]1[CH:4]=[CH:5][C:6]([C:8]([OH:10])=[O:9])=[N:7][C:2]=1[C:20]1[CH2:29][CH2:28][C:23]2([O:27][CH2:26][CH2:25][O:24]2)[CH2:22][CH:21]=1. (4) Given the reactants [CH3:1][O:2][C:3]([C:5]1[N:6]([CH2:25][C:26]2[CH:31]=[CH:30][C:29]([S:32]([CH3:35])(=[O:34])=[O:33])=[CH:28][CH:27]=2)[C:7](=[O:24])[C:8]2[C:13]([C:14]=1OS(C(F)(F)F)(=O)=O)=[CH:12][C:11]([Cl:23])=[CH:10][CH:9]=2)=[O:4].[CH:36]([C:38]1[CH:39]=[C:40](B(O)O)[CH:41]=[CH:42][CH:43]=1)=[O:37], predict the reaction product. The product is: [CH3:1][O:2][C:3]([C:5]1[N:6]([CH2:25][C:26]2[CH:31]=[CH:30][C:29]([S:32]([CH3:35])(=[O:33])=[O:34])=[CH:28][CH:27]=2)[C:7](=[O:24])[C:8]2[C:13]([C:14]=1[C:42]1[CH:41]=[CH:40][CH:39]=[C:38]([CH:36]=[O:37])[CH:43]=1)=[CH:12][C:11]([Cl:23])=[CH:10][CH:9]=2)=[O:4]. (5) Given the reactants [NH2:1][C:2]1[C:3](Cl)=[N:4][CH:5]=[N:6][C:7]=1Cl.[O:10]1CC[CH2:12][CH2:11]1.[OH-].[Na+], predict the reaction product. The product is: [CH2:11]([O:10][C:3]1[C:2]([NH2:1])=[CH:7][N:6]=[CH:5][N:4]=1)[CH3:12]. (6) Given the reactants [F:1][C:2]1[CH:9]=[CH:8][C:7]([Cl:10])=[CH:6][C:3]=1[CH:4]=[O:5].[C-:11]#[N:12].[K+].OS([O-])=O.[Na+], predict the reaction product. The product is: [F:1][C:2]1[CH:9]=[CH:8][C:7]([Cl:10])=[CH:6][C:3]=1[CH:4]([OH:5])[C:11]#[N:12]. (7) Given the reactants [NH2:1][CH2:2][CH2:3][CH2:4][CH2:5][CH2:6][CH2:7][CH2:8][C:9]([OH:11])=[O:10].O=S(Cl)[Cl:14].[CH3:16]O, predict the reaction product. The product is: [ClH:14].[CH3:16][O:10][C:9](=[O:11])[CH2:8][CH2:7][CH2:6][CH2:5][CH2:4][CH2:3][CH2:2][NH2:1]. (8) Given the reactants [Cl:1][C:2]1[N:7]=[C:6]([NH:8][C@H:9]([CH2:14][CH:15]=[CH2:16])[C:10]([CH3:13])([CH3:12])[CH3:11])[C:5]([F:17])=[CH:4][N:3]=1.C[N+]1([O-])CC[O:22]CC1.[OH2:26], predict the reaction product. The product is: [Cl:1][C:2]1[N:7]=[C:6]([NH:8][C@@H:9]([C:10]([CH3:11])([CH3:12])[CH3:13])[CH2:14][CH:15]([OH:22])[CH2:16][OH:26])[C:5]([F:17])=[CH:4][N:3]=1. (9) Given the reactants [CH3:1][O:2][C:3]1[CH:4]=[C:5]([CH:13]=[CH:14][C:15]=1[O:16][CH3:17])[O:6]C1CCCCO1.CN(CCN(C)C)C.[Li]CCCC.Cl.C1C[O:35][CH2:34]C1, predict the reaction product. The product is: [OH:6][C:5]1[C:4]([CH:34]=[O:35])=[C:3]([O:2][CH3:1])[C:15]([O:16][CH3:17])=[CH:14][CH:13]=1. (10) Given the reactants [CH3:1][CH2:2][CH:3]([N:7]1[CH:11]=[C:10]([C:12]2[C:13]3[CH:20]=[CH:19][N:18](S(C4C=CC(C)=CC=4)(=O)=O)[C:14]=3[N:15]=[CH:16][N:17]=2)[CH:9]=[N:8]1)[CH2:4][CH2:5][CH3:6].[OH-].[Na+], predict the reaction product. The product is: [CH3:1][CH2:2][CH:3]([N:7]1[CH:11]=[C:10]([C:12]2[C:13]3[CH:20]=[CH:19][NH:18][C:14]=3[N:15]=[CH:16][N:17]=2)[CH:9]=[N:8]1)[CH2:4][CH2:5][CH3:6].